This data is from Drug-target binding data from BindingDB using Kd measurements. The task is: Regression. Given a target protein amino acid sequence and a drug SMILES string, predict the binding affinity score between them. We predict pKd (pKd = -log10(Kd in M); higher means stronger binding). Dataset: bindingdb_kd. (1) The compound is COc1cccc2c1C[C@H]1C[C@@H](C(=O)N3CCN(c4cccc(C(F)(F)F)c4)CC3)CN(C)[C@@H]1C2. The target protein (P30680) has sequence MELTSEQFNGSQVWIPSPFDLNGSLGPSNGSNQTEPYYDMTSNAVLTFIYFVVCVVGLCGNTLVIYVILRYAKMKTITNIYILNLAIADELFMLGLPFLAMQVALVHWPFGKAICRVVMTVDGINQFTSIFCLTVMSIDRYLAVVHPIKSAKWRRPRTAKMINVAVWGVSLLVILPIMIYAGLRSNQWGRSSCTINWPGESGAWYTGFIIYAFILGFLVPLTIICLCYLFIIIKVKSSGIRVGSSKRKKSEKKVTRMVSIVVAVFIFCWLPFYIFNVSSVSVAISPTPALKGMFDFVVILTYANSCANPILYAFLSDNFKKSFQNVLCLVKVSGAEDGERSDSKQDKSRLNETTETQRTLLNGDLQTSI. The pKd is 4.9. (2) The small molecule is COc1ccc(F)c(F)c1C(=O)c1cnc(NC2CCN(S(C)(=O)=O)CC2)nc1N. The target protein (Q9H093) has sequence MESLVFARRSGPTPSAAELARPLAEGLIKSPKPLMKKQAVKRHHHKHNLRHRYEFLETLGKGTYGKVKKARESSGRLVAIKSIRKDKIKDEQDLMHIRREIEIMSSLNHPHIIAIHEVFENSSKIVIVMEYASRGDLYDYISERQQLSEREARHFFRQIVSAVHYCHQNRVVHRDLKLENILLDANGNIKIADFGLSNLYHQGKFLQTFCGSPLYASPEIVNGKPYTGPEVDSWSLGVLLYILVHGTMPFDGHDHKILVKQISNGAYREPPKPSDACGLIRWLLMVNPTRRATLEDVASHWWVNWGYATRVGEQEAPHEGGHPGSDSARASMADWLRRSSRPLLENGAKVCSFFKQHAPGGGSTTPGLERQHSLKKSRKENDMAQSLHSDTADDTAHRPGKSNLKLPKGILKKKVSASAEGVQEDPPELSPIPASPGQAAPLLPKKGILKKPRQRESGYYSSPEPSESGELLDAGDVFVSGDPKEQKPPQASGLLLHRKG.... The pKd is 5.0.